Dataset: Catalyst prediction with 721,799 reactions and 888 catalyst types from USPTO. Task: Predict which catalyst facilitates the given reaction. (1) Reactant: [Si]([O:8][C:9]1([C:12]2[CH:24]=[C:23]3[C:15]([C:16]4[C:17]([C:28]5[CH:33]=[CH:32][CH:31]=[C:30]([N:34]6[CH2:42][C:41]7[C:36](=[CH:37][CH:38]=[CH:39][CH:40]=7)[C:35]6=[O:43])[C:29]=5[CH3:44])=[CH:18][CH:19]=[C:20]([C:25]([NH2:27])=[O:26])[C:21]=4[NH:22]3)=[CH:14][CH:13]=2)[CH2:11][CH2:10]1)(C(C)(C)C)(C)C.[F-].C([N+](CCCC)(CCCC)CCCC)CCC. Product: [OH:8][C:9]1([C:12]2[CH:24]=[C:23]3[C:15]([C:16]4[C:17]([C:28]5[CH:33]=[CH:32][CH:31]=[C:30]([N:34]6[CH2:42][C:41]7[C:36](=[CH:37][CH:38]=[CH:39][CH:40]=7)[C:35]6=[O:43])[C:29]=5[CH3:44])=[CH:18][CH:19]=[C:20]([C:25]([NH2:27])=[O:26])[C:21]=4[NH:22]3)=[CH:14][CH:13]=2)[CH2:10][CH2:11]1. The catalyst class is: 1. (2) Reactant: [F:1][C:2]([F:15])([F:14])[C:3]1[CH:8]=[CH:7][CH:6]=[CH:5][C:4]=1[CH:9]1[CH2:12][CH2:11][CH:10]1[NH2:13].C(N(CC)CC)C.[I:23][C:24]1[CH:32]=[CH:31][CH:30]=[CH:29][C:25]=1[C:26](O)=[O:27].CN(C(ON1N=NC2C=CC=NC1=2)=[N+](C)C)C.F[P-](F)(F)(F)(F)F. Product: [I:23][C:24]1[CH:32]=[CH:31][CH:30]=[CH:29][C:25]=1[C:26]([NH:13][C@@H:10]1[CH2:11][CH2:12][C@@H:9]1[C:4]1[CH:5]=[CH:6][CH:7]=[CH:8][C:3]=1[C:2]([F:14])([F:15])[F:1])=[O:27]. The catalyst class is: 2.